This data is from Forward reaction prediction with 1.9M reactions from USPTO patents (1976-2016). The task is: Predict the product of the given reaction. (1) Given the reactants [NH2:1][C:2]1[C:17]([Cl:18])=[CH:16][C:5]2[N:6]=[C:7]([N:9]3[CH2:14][CH2:13][N:12]([CH3:15])[CH2:11][CH2:10]3)[O:8][C:4]=2[CH:3]=1.[CH2:19]=O, predict the reaction product. The product is: [CH3:19][NH:1][C:2]1[C:17]([Cl:18])=[CH:16][C:5]2[N:6]=[C:7]([N:9]3[CH2:10][CH2:11][N:12]([CH3:15])[CH2:13][CH2:14]3)[O:8][C:4]=2[CH:3]=1. (2) Given the reactants [CH:1]([C:3]1[O:11][C:10]2[CH:9]=[CH:8][N:7]=[C:6]([NH:12][C:13](=[O:20])[C:14]3[CH:19]=[CH:18][CH:17]=[CH:16][CH:15]=3)[C:5]=2[CH:4]=1)=O.[NH2:21]/[C:22](/[CH3:26])=[CH:23]\[C:24]#[N:25], predict the reaction product. The product is: [C:24]([C:23]1[CH:1]([C:3]2[O:11][C:10]3[CH:9]=[CH:8][N:7]=[C:6]([NH:12][C:13](=[O:20])[C:14]4[CH:15]=[CH:16][CH:17]=[CH:18][CH:19]=4)[C:5]=3[CH:4]=2)[C:5]([C:6]#[N:7])=[C:4]([CH3:3])[NH:21][C:22]=1[CH3:26])#[N:25]. (3) Given the reactants [N:1]1[CH:6]=[CH:5][C:4](B(O)O)=[CH:3][CH:2]=1.[Cl:10][C:11]1[CH:12]=[C:13]2[C:17](=[CH:18][CH:19]=1)[NH:16][CH:15]=[C:14]2[CH2:20][CH2:21][NH:22][C:23](=[O:32])[C:24]1[CH:29]=[CH:28][C:27]([CH2:30]Cl)=[CH:26][CH:25]=1.ClCCl.[I-].[Na+].C(=O)([O-])[O-].[Na+].[Na+], predict the reaction product. The product is: [Cl:10][C:11]1[CH:12]=[C:13]2[C:17](=[CH:18][CH:19]=1)[NH:16][CH:15]=[C:14]2[CH2:20][CH2:21][NH:22][C:23](=[O:32])[C:24]1[CH:29]=[CH:28][C:27]([CH2:30][C:4]2[CH:5]=[CH:6][N:1]=[CH:2][CH:3]=2)=[CH:26][CH:25]=1. (4) Given the reactants Cl.[CH3:2][NH:3][O:4][CH3:5].CCN=C=NCCCN(C)C.C1C=CC2N(O)N=NC=2C=1.[F:27][C:28]1[N:36]=[C:35]([F:37])[CH:34]=[CH:33][C:29]=1[C:30](O)=[O:31].C(N(C(C)C)CC)(C)C, predict the reaction product. The product is: [F:27][C:28]1[N:36]=[C:35]([F:37])[CH:34]=[CH:33][C:29]=1[C:30]([N:3]([O:4][CH3:5])[CH3:2])=[O:31].